Dataset: Catalyst prediction with 721,799 reactions and 888 catalyst types from USPTO. Task: Predict which catalyst facilitates the given reaction. (1) Product: [C:25]([C:29]1[CH:30]=[C:31]([CH3:55])[CH:32]([C:34]([C:1]2[C:13]3[CH2:12][C:11]4[C:6](=[CH:7][CH:8]=[CH:9][CH:10]=4)[C:5]=3[CH:4]=[CH:3][CH:2]=2)([C:35]2[CH:40]=[CH:39][CH:38]=[C:37]([C:41]([F:42])([F:43])[F:44])[CH:36]=2)[C:45]2[CH:50]=[CH:49][CH:48]=[C:47]([C:51]([F:54])([F:53])[F:52])[CH:46]=2)[CH:33]=1)([CH3:26])([CH3:27])[CH3:28]. The catalyst class is: 27. Reactant: [CH:1]1[C:13]2[CH2:12][C:11]3[C:6](=[CH:7][CH:8]=[CH:9][CH:10]=3)[C:5]=2[CH:4]=[CH:3][CH:2]=1.C([Li])CCC.CCCCCC.[C:25]([C:29]1[CH:30]=[C:31]([CH3:55])[C:32](=[C:34]([C:45]2[CH:50]=[CH:49][CH:48]=[C:47]([C:51]([F:54])([F:53])[F:52])[CH:46]=2)[C:35]2[CH:40]=[CH:39][CH:38]=[C:37]([C:41]([F:44])([F:43])[F:42])[CH:36]=2)[CH:33]=1)([CH3:28])([CH3:27])[CH3:26].Cl. (2) Reactant: C([O:4][C:5]1[C:9]2[CH:10]=[CH:11][CH:12]=[CH:13][C:8]=2[O:7][CH:6]=1)(=O)C.OS(O)(=O)=O. Product: [O:7]1[C:8]2[CH:13]=[CH:12][CH:11]=[CH:10][C:9]=2[C:5](=[O:4])[CH2:6]1. The catalyst class is: 5. (3) Product: [C:1]([O:5][C:6]([NH:8][C@H:9]1[C@@H:13]([CH3:14])[CH2:12][N:11]([C:15]2[CH:16]=[C:17]3[C:18]([C:22](=[O:29])[C:23]([C:24]([O:26][CH2:27][CH3:28])=[O:25])=[CH:37][N:35]3[CH:34]3[CH2:46][CH2:45]3)=[CH:19][C:20]=2[F:21])[CH2:10]1)=[O:7])([CH3:3])([CH3:4])[CH3:2]. Reactant: [C:1]([O:5][C:6]([NH:8][C@H:9]1[C@@H:13]([CH3:14])[CH2:12][N:11]([C:15]2[C:20]([F:21])=[CH:19][C:18]([C:22](=[O:29])[CH2:23][C:24]([O:26][CH2:27][CH3:28])=[O:25])=[C:17](F)[C:16]=2C)[CH2:10]1)=[O:7])([CH3:4])([CH3:3])[CH3:2].CO[CH:34](OC)[N:35]([CH3:37])C.CN(C)C=O.[CH:45]1(N)C[CH2:46]1.[H-].[Na+].[Cl-].[NH4+]. The catalyst class is: 48.